This data is from Catalyst prediction with 721,799 reactions and 888 catalyst types from USPTO. The task is: Predict which catalyst facilitates the given reaction. (1) Reactant: C(OC(=O)[NH:7][C:8]1[CH:13]=[C:12]([Cl:14])[C:11]([C:15]([F:18])([F:17])[F:16])=[CH:10][C:9]=1[NH:19][C:20](=[O:35])[CH2:21][C:22]([C:24]1[CH:29]=[CH:28][CH:27]=[C:26]([N:30]2[CH:34]=[CH:33][N:32]=[CH:31]2)[CH:25]=1)=O)(C)(C)C.C(O)(C(F)(F)F)=O. Product: [Cl:14][C:12]1[C:11]([C:15]([F:18])([F:17])[F:16])=[CH:10][C:9]2[NH:19][C:20](=[O:35])[CH2:21][C:22]([C:24]3[CH:29]=[CH:28][CH:27]=[C:26]([N:30]4[CH:34]=[CH:33][N:32]=[CH:31]4)[CH:25]=3)=[N:7][C:8]=2[CH:13]=1. The catalyst class is: 2. (2) Product: [NH2:1][C:2]1[CH:7]=[CH:6][C:5]([S:8]([N:11]=[C:12]([N:15]2[N:19]=[CH:18][C:17]3([CH2:23][CH2:22][CH2:21][CH2:20]3)[CH2:16]2)[NH:26][CH2:24][CH3:25])(=[O:10])=[O:9])=[CH:4][CH:3]=1. The catalyst class is: 5. Reactant: [NH2:1][C:2]1[CH:7]=[CH:6][C:5]([S:8]([N:11]=[C:12]([N:15]2[N:19]=[CH:18][C:17]3([CH2:23][CH2:22][CH2:21][CH2:20]3)[CH2:16]2)SC)(=[O:10])=[O:9])=[CH:4][CH:3]=1.[CH2:24]([NH2:26])[CH3:25]. (3) Reactant: [CH2:1]([C:3]([C:21]1[CH:35]=[CH:34][C:24]([O:25][CH2:26][C@@H:27]2[O:32][C:31](=[O:33])[CH2:30][CH2:29][CH2:28]2)=[C:23]([CH3:36])[CH:22]=1)([C:6]1[CH:11]=[CH:10][C:9](/[CH:12]=[CH:13]/[C:14]([CH2:18][CH3:19])([OH:17])[CH2:15][CH3:16])=[C:8]([CH3:20])[CH:7]=1)[CH2:4][CH3:5])[CH3:2].[OH-].[K+].C(OCC)(=[O:41])C. Product: [CH2:4]([C:3]([C:21]1[CH:35]=[CH:34][C:24]([O:25][CH2:26][C@H:27]([OH:41])[CH2:28][CH2:29][CH2:30][C:31]([OH:32])=[O:33])=[C:23]([CH3:36])[CH:22]=1)([C:6]1[CH:11]=[CH:10][C:9](/[CH:12]=[CH:13]/[C:14]([CH2:18][CH3:19])([OH:17])[CH2:15][CH3:16])=[C:8]([CH3:20])[CH:7]=1)[CH2:1][CH3:2])[CH3:5]. The catalyst class is: 36. (4) Reactant: [Cl:1][C:2]1[CH:3]=[C:4]2[C:9](=[C:10]([Cl:12])[CH:11]=1)[CH2:8][N:7]([CH3:13])[CH2:6][CH:5]2[C:14]1[CH:19]=[CH:18][CH:17]=[CH:16][C:15]=1[NH:20][C:21](=[O:32])[C@H:22]([OH:31])[C@@H:23]([OH:30])[C@H:24]([OH:29])[C@H:25]([OH:28])[CH2:26][OH:27].Cl. Product: [ClH:1].[Cl:1][C:2]1[CH:3]=[C:4]2[C:9](=[C:10]([Cl:12])[CH:11]=1)[CH2:8][N:7]([CH3:13])[CH2:6][CH:5]2[C:14]1[CH:19]=[CH:18][CH:17]=[CH:16][C:15]=1[NH:20][C:21](=[O:32])[C@H:22]([OH:31])[C@@H:23]([OH:30])[C@H:24]([OH:29])[C@H:25]([OH:28])[CH2:26][OH:27]. The catalyst class is: 6. (5) The catalyst class is: 249. Reactant: [C:1]([C:3]1[C:8]([C:9]([C:17]2[CH:22]=[CH:21][CH:20]=[C:19]([O:23][CH3:24])[CH:18]=2)=[N:10]S(C(C)(C)C)=O)=[CH:7][CH:6]=[CH:5][N:4]=1)#[N:2].[Li]C(C)(C)C.Br[C:31]1[CH:36]=[C:35]([CH3:37])[N:34]=[C:33]([CH3:38])[CH:32]=1.C([O-])(O)=O.[Na+].Cl.[NH4+].[OH-]. Product: [CH3:38][C:33]1[CH:32]=[C:31]([C:9]2([C:17]3[CH:22]=[CH:21][CH:20]=[C:19]([O:23][CH3:24])[CH:18]=3)[C:8]3[C:3](=[N:4][CH:5]=[CH:6][CH:7]=3)[C:1]([NH2:2])=[N:10]2)[CH:36]=[C:35]([CH3:37])[N:34]=1. (6) Reactant: [CH3:1][N:2]1[CH2:25][CH2:24][C:5]2[N:6]([CH2:14][C:15]3([C:18]4[CH:19]=[N:20][CH:21]=[CH:22][CH:23]=4)[CH2:17][O:16]3)[C:7]3[CH:8]=[CH:9][C:10]([CH3:13])=[CH:11][C:12]=3[C:4]=2[CH2:3]1.[CH3:26][NH:27][CH3:28]. Product: [CH3:1][N:2]1[CH2:25][CH2:24][C:5]2[N:6]([CH2:14][C:15]([C:18]3[CH:19]=[N:20][CH:21]=[CH:22][CH:23]=3)([OH:16])[CH2:17][N:27]([CH3:28])[CH3:26])[C:7]3[CH:8]=[CH:9][C:10]([CH3:13])=[CH:11][C:12]=3[C:4]=2[CH2:3]1. The catalyst class is: 1.